Task: Predict the reaction yield, written as a fraction of the theoretical maximum amount of product (1.0 means a 100% yield; for example, 0.34 means a 34% yield).. Dataset: Reaction yield outcomes from USPTO patents with 853,638 reactions The reactants are [NH2:1][CH:2]([C:17]1[CH:22]=[CH:21][CH:20]=[CH:19][CH:18]=1)[C:3]([N:14]([CH3:16])[CH3:15])([CH2:5][O:6][Si:7]([C:10]([CH3:13])([CH3:12])[CH3:11])([CH3:9])[CH3:8])[CH3:4].[F:23][C:24]([F:39])([F:38])[C:25]1[CH:34]=[C:33]([C:35](O)=[O:36])[C:32]2[C:27](=[CH:28][CH:29]=[CH:30][CH:31]=2)[N:26]=1.C1(N=C=NC2CCCCC2)CCCCC1.C1C=CC2N(O)N=NC=2C=1. The catalyst is C(Cl)Cl. The product is [CH3:16][N:14]([CH3:15])[C:3]([CH3:4])([CH2:5][O:6][Si:7]([C:10]([CH3:11])([CH3:12])[CH3:13])([CH3:8])[CH3:9])[CH:2]([NH:1][C:35]([C:33]1[C:32]2[C:27](=[CH:28][CH:29]=[CH:30][CH:31]=2)[N:26]=[C:25]([C:24]([F:39])([F:23])[F:38])[CH:34]=1)=[O:36])[C:17]1[CH:22]=[CH:21][CH:20]=[CH:19][CH:18]=1. The yield is 0.280.